Dataset: Full USPTO retrosynthesis dataset with 1.9M reactions from patents (1976-2016). Task: Predict the reactants needed to synthesize the given product. (1) Given the product [CH:9]([Cl:12])([Cl:11])[Cl:10].[CH3:1][OH:3].[S:4](=[O:6])(=[O:5])([OH:8])[OH:7], predict the reactants needed to synthesize it. The reactants are: [CH2:1]([OH:3])C.[S:4](=[O:8])(=[O:7])([OH:6])[OH:5].[CH:9]([Cl:12])([Cl:11])[Cl:10]. (2) Given the product [CH2:1]([C:4]1[N:5]([CH2:26][C:27]2[O:28][C:29]([C:32]([F:35])([F:34])[F:33])=[CH:30][CH:31]=2)[C:6]2[C:11]([CH:12]=1)=[C:10]([C:13]([F:15])([F:16])[F:14])[C:9]([C:17]#[N:18])=[CH:8][CH:7]=2)[CH2:2][CH3:3], predict the reactants needed to synthesize it. The reactants are: [CH2:1]([C:4]1[NH:5][C:6]2[C:11]([CH:12]=1)=[C:10]([C:13]([F:16])([F:15])[F:14])[C:9]([C:17]#[N:18])=[CH:8][CH:7]=2)[CH2:2][CH3:3].C([O-])([O-])=O.[Cs+].[Cs+].Br[CH2:26][C:27]1[O:28][C:29]([C:32]([F:35])([F:34])[F:33])=[CH:30][CH:31]=1. (3) Given the product [CH:9]1([C:7]2[S:8][C:4]3[CH:3]=[C:2]([C:23]4[CH2:24][CH2:25][C@:21]([C:17]5[CH:18]=[CH:19][CH:20]=[C:15]([F:14])[C:16]=5[CH3:46])([C:34]([O:36][CH2:37][C:38]5[CH:43]=[CH:42][C:41]([O:44][CH3:45])=[CH:40][CH:39]=5)=[O:35])[CH:22]=4)[CH:13]=[CH:12][C:5]=3[N:6]=2)[CH2:11][CH2:10]1, predict the reactants needed to synthesize it. The reactants are: Br[C:2]1[CH:13]=[CH:12][C:5]2[N:6]=[C:7]([CH:9]3[CH2:11][CH2:10]3)[S:8][C:4]=2[CH:3]=1.[F:14][C:15]1[C:16]([CH3:46])=[C:17]([C@:21]2([C:34]([O:36][CH2:37][C:38]3[CH:43]=[CH:42][C:41]([O:44][CH3:45])=[CH:40][CH:39]=3)=[O:35])[CH2:25][CH2:24][C:23](OS(C(F)(F)F)(=O)=O)=[CH:22]2)[CH:18]=[CH:19][CH:20]=1. (4) The reactants are: C[O:2][C:3](=[O:19])[CH:4]([O:17][CH3:18])[CH2:5][C:6]1[CH:11]=[CH:10][CH:9]=[C:8]([O:12][CH2:13][CH2:14][CH2:15]Br)[CH:7]=1.[CH3:20][C:21]1[CH:22]=[C:23]([OH:28])[CH:24]=[CH:25][C:26]=1[CH3:27].CO[C@@H](CC1C=CC(OCCCOC2C=CC=CC=2)=CC=1)C(O)=O. Given the product [CH3:20][C:21]1[CH:22]=[C:23]([CH:24]=[CH:25][C:26]=1[CH3:27])[O:28][CH2:15][CH2:14][CH2:13][O:12][C:8]1[CH:7]=[C:6]([CH2:5][CH:4]([O:17][CH3:18])[C:3]([OH:2])=[O:19])[CH:11]=[CH:10][CH:9]=1, predict the reactants needed to synthesize it. (5) Given the product [CH2:1]([O:8][C:9]1[C:14]2[N:15]=[C:16]([NH:18][C:19](=[O:28])[C:20]3[CH:25]=[CH:24][C:23]([CH2:26][N:39]([CH2:38][CH2:37][O:36][CH3:35])[CH3:40])=[CH:22][CH:21]=3)[S:17][C:13]=2[C:12]([N:29]2[CH2:34][CH2:33][O:32][CH2:31][CH2:30]2)=[CH:11][CH:10]=1)[C:2]1[CH:7]=[CH:6][CH:5]=[CH:4][CH:3]=1, predict the reactants needed to synthesize it. The reactants are: [CH2:1]([O:8][C:9]1[C:14]2[N:15]=[C:16]([NH:18][C:19](=[O:28])[C:20]3[CH:25]=[CH:24][C:23]([CH2:26]Cl)=[CH:22][CH:21]=3)[S:17][C:13]=2[C:12]([N:29]2[CH2:34][CH2:33][O:32][CH2:31][CH2:30]2)=[CH:11][CH:10]=1)[C:2]1[CH:7]=[CH:6][CH:5]=[CH:4][CH:3]=1.[CH3:35][O:36][CH2:37][CH2:38][NH:39][CH3:40].